From a dataset of Forward reaction prediction with 1.9M reactions from USPTO patents (1976-2016). Predict the product of the given reaction. (1) The product is: [CH2:26]([O:28][C:29](=[O:34])[C:30]([O:9][C:6]1[CH:5]=[CH:4][C:3]([CH:10]([CH3:25])[C:11]([OH:16])([C:17]2[CH:18]=[CH:19][C:20](=[O:24])[N:21]([CH3:23])[CH:22]=2)[C:12]([F:15])([F:13])[F:14])=[C:2]([Cl:1])[C:7]=1[Cl:8])([CH3:32])[CH3:31])[CH3:27]. Given the reactants [Cl:1][C:2]1[C:7]([Cl:8])=[C:6]([OH:9])[CH:5]=[CH:4][C:3]=1[CH:10]([CH3:25])[C:11]([C:17]1[CH:18]=[CH:19][C:20](=[O:24])[N:21]([CH3:23])[CH:22]=1)([OH:16])[C:12]([F:15])([F:14])[F:13].[CH2:26]([O:28][C:29](=[O:34])[C:30](Br)([CH3:32])[CH3:31])[CH3:27].[OH-].[Na+].Cl, predict the reaction product. (2) The product is: [CH2:26]([O:28][C:29](=[O:46])[CH2:30][C:31]1[CH:36]=[CH:35][CH:34]=[CH:33][C:32]=1[C:2]1[CH:7]=[CH:6][C:5]([C:8]2[O:12][N:11]=[C:10]([CH3:13])[C:9]=2[NH:14][CH:15]([CH3:25])[CH2:16][C:17]2[CH:22]=[CH:21][C:20]([O:23][CH3:24])=[CH:19][CH:18]=2)=[CH:4][CH:3]=1)[CH3:27]. Given the reactants Br[C:2]1[CH:7]=[CH:6][C:5]([C:8]2[O:12][N:11]=[C:10]([CH3:13])[C:9]=2[NH:14][CH:15]([CH3:25])[CH2:16][C:17]2[CH:22]=[CH:21][C:20]([O:23][CH3:24])=[CH:19][CH:18]=2)=[CH:4][CH:3]=1.[CH2:26]([O:28][C:29](=[O:46])[CH2:30][C:31]1[CH:36]=[CH:35][CH:34]=[CH:33][C:32]=1B1OC(C)(C)C(C)(C)O1)[CH3:27], predict the reaction product. (3) Given the reactants C(Cl)(=O)C(Cl)=O.[C:7]([O:11][C:12]([NH:14][C@@H:15]1[CH2:20][CH2:19][C@H:18]([O:21][C:22]2[CH:30]=[C:29]([CH3:31])[CH:28]=[CH:27][C:23]=2[C:24](O)=[S:25])[CH2:17][CH2:16]1)=[O:13])([CH3:10])([CH3:9])[CH3:8].N1C=CC=CC=1.[NH2:38][C:39]1[C:40]([C:45]([NH:47][C:48]2[CH:53]=[CH:52][C:51]([Cl:54])=[CH:50][N:49]=2)=[O:46])=[N:41][CH:42]=[CH:43][CH:44]=1, predict the reaction product. The product is: [C:7]([O:11][C:12]([NH:14][C@@H:15]1[CH2:16][CH2:17][C@H:18]([O:21][C:22]2[CH:30]=[C:29]([CH3:31])[CH:28]=[CH:27][C:23]=2[C:24]([NH:38][C:39]2[C:40]([C:45]([NH:47][C:48]3[CH:53]=[CH:52][C:51]([Cl:54])=[CH:50][N:49]=3)=[O:46])=[N:41][CH:42]=[CH:43][CH:44]=2)=[S:25])[CH2:19][CH2:20]1)=[O:13])([CH3:8])([CH3:9])[CH3:10]. (4) Given the reactants [CH2:1](B(O)O)[CH:2]([CH3:4])[CH3:3].C(=O)([O-])[O-].[Cs+].[Cs+].O.[CH3:15][O:16][C:17](=[O:36])[C:18]1[CH:23]=[CH:22][C:21](OS(C(F)(F)F)(=O)=O)=[C:20]([C:32]([F:35])([F:34])[F:33])[CH:19]=1, predict the reaction product. The product is: [CH3:15][O:16][C:17](=[O:36])[C:18]1[CH:23]=[CH:22][C:21]([CH2:1][CH:2]([CH3:4])[CH3:3])=[C:20]([C:32]([F:35])([F:34])[F:33])[CH:19]=1. (5) Given the reactants C(N=C=NC(C)C)(C)C.[CH3:10][O:11][C:12]1[CH:28]=[CH:27][C:15]([CH2:16][O:17][C:18]2[C:19]([C:24]([OH:26])=[O:25])=[N:20][CH:21]=[CH:22][CH:23]=2)=[CH:14][CH:13]=1.[F:29][C:30]1[C:35](O)=[C:34]([F:37])[C:33]([F:38])=[C:32]([F:39])[C:31]=1[F:40], predict the reaction product. The product is: [CH3:10][O:11][C:12]1[CH:13]=[CH:14][C:15]([CH2:16][O:17][C:18]2[C:19]([C:24]([O:26][C:35]3[C:34]([F:37])=[C:33]([F:38])[C:32]([F:39])=[C:31]([F:40])[C:30]=3[F:29])=[O:25])=[N:20][CH:21]=[CH:22][CH:23]=2)=[CH:27][CH:28]=1.